Task: Predict the reactants needed to synthesize the given product.. Dataset: Full USPTO retrosynthesis dataset with 1.9M reactions from patents (1976-2016) (1) Given the product [Cl:1][C:2]1[CH:7]=[CH:6][C:5]([C@H:8]([NH2:11])[CH2:9][CH3:10])=[C:4]([F:18])[C:3]=1[O:19][C:20]1[CH:21]=[CH:22][C:23]([C:26]#[C:27][Si:28]([CH3:31])([CH3:29])[CH3:30])=[CH:24][CH:25]=1, predict the reactants needed to synthesize it. The reactants are: [Cl:1][C:2]1[CH:7]=[CH:6][C:5]([C@H:8]([NH:11][S@@](C(C)(C)C)=O)[CH2:9][CH3:10])=[C:4]([F:18])[C:3]=1[O:19][C:20]1[CH:25]=[CH:24][C:23]([C:26]#[C:27][Si:28]([CH3:31])([CH3:30])[CH3:29])=[CH:22][CH:21]=1.Cl.FC1C(OC2C=CC=CC=2)=C(F)C=CC=1C(N)CC. (2) Given the product [Br:13][C:3]1[C:2]([Cl:1])=[C:6]([CH3:7])[NH:5][C:4]=1[C:8]([O:10][CH2:11][CH3:12])=[O:9], predict the reactants needed to synthesize it. The reactants are: [Cl:1][C:2]1[CH:3]=[C:4]([C:8]([O:10][CH2:11][CH3:12])=[O:9])[NH:5][C:6]=1[CH3:7].[Br:13]N1C(=O)CCC1=O.[OH-].[Na+]. (3) Given the product [Cl:23][C:24]1[N:29]=[CH:28][C:27]([NH:30][C:31]([C:32]2[C:33]([F:38])=[N:34][CH:35]=[CH:36][CH:37]=2)=[S:10])=[CH:26][CH:25]=1, predict the reactants needed to synthesize it. The reactants are: COC1C=CC(P2(SP(C3C=CC(OC)=CC=3)(=S)S2)=[S:10])=CC=1.[Cl:23][C:24]1[N:29]=[CH:28][C:27]([NH:30][C:31](=O)[C:32]2[CH:37]=[CH:36][CH:35]=[N:34][C:33]=2[F:38])=[CH:26][CH:25]=1.N1C=CC=CC=1.C1(C)C=CC=CC=1.